From a dataset of Reaction yield outcomes from USPTO patents with 853,638 reactions. Predict the reaction yield, written as a fraction of the theoretical maximum amount of product (1.0 means a 100% yield; for example, 0.34 means a 34% yield). (1) The reactants are [CH2:1]([O:3][C:4]1[CH:13]=[CH:12][C:11]2[C:6](=[CH:7][CH:8]=[CH:9][CH:10]=2)[C:5]=1[C:14](=[O:16])[CH3:15])[CH3:2].[Br-:17].[Br-:18].[Br-].C1([N+](C)(C)C)C=CC=CC=1.C1([N+](C)(C)C)C=CC=CC=1.C1([N+](C)(C)C)C=CC=CC=1. The catalyst is O1CCCC1. The product is [Br:17][CH:15]([Br:18])[C:14]([C:5]1[C:6]2[C:11](=[CH:10][CH:9]=[CH:8][CH:7]=2)[CH:12]=[CH:13][C:4]=1[O:3][CH2:1][CH3:2])=[O:16]. The yield is 0.350. (2) The reactants are [Cl:1][C:2]1[CH:10]=[C:9]2[C:5]([CH:6]=[C:7]([CH2:11]O)[NH:8]2)=[CH:4][CH:3]=1.FC(F)(F)C(O)=O.C([SiH](CC)CC)C. The catalyst is ClCCCl. The product is [Cl:1][C:2]1[CH:10]=[C:9]2[C:5]([CH:6]=[C:7]([CH3:11])[NH:8]2)=[CH:4][CH:3]=1. The yield is 0.270. (3) The reactants are [CH3:1][N:2]1[CH:6]=[C:5]([C:7]2[C:15]3[C:10](=[N:11][CH:12]=[C:13]([OH:16])[CH:14]=3)[N:9]([CH2:17][O:18][CH2:19][CH2:20][Si:21]([CH3:24])([CH3:23])[CH3:22])[CH:8]=2)[CH:4]=[N:3]1.Br[CH2:26][CH:27]1[CH2:32][CH2:31][CH2:30][CH2:29][CH2:28]1.C([O-])([O-])=O.[K+].[K+]. The catalyst is CC(C)=O. The product is [CH:27]1([CH2:26][O:16][C:13]2[CH:14]=[C:15]3[C:7]([C:5]4[CH:4]=[N:3][N:2]([CH3:1])[CH:6]=4)=[CH:8][N:9]([CH2:17][O:18][CH2:19][CH2:20][Si:21]([CH3:24])([CH3:23])[CH3:22])[C:10]3=[N:11][CH:12]=2)[CH2:32][CH2:31][CH2:30][CH2:29][CH2:28]1. The yield is 0.520. (4) The reactants are [Br:1][C:2]1[CH:3]=[C:4]2[O:10]C(=O)[NH:8][C:5]2=[N:6][CH:7]=1.[OH-].[Na+].C(=O)=O. No catalyst specified. The product is [NH2:8][C:5]1[C:4]([OH:10])=[CH:3][C:2]([Br:1])=[CH:7][N:6]=1. The yield is 0.980. (5) The reactants are Br[CH2:2][C:3]([C:5]1[CH:6]=[C:7]([NH:13][S:14]([CH3:17])(=[O:16])=[O:15])[CH:8]=[C:9]([C:11]#[N:12])[CH:10]=1)=O.[Cl:18][C:19]1[N:24]=[N:23][C:22]([NH2:25])=[CH:21][CH:20]=1. The catalyst is CCO. The product is [Cl:18][C:19]1[CH:20]=[CH:21][C:22]2[N:23]([CH:2]=[C:3]([C:5]3[CH:6]=[C:7]([NH:13][S:14]([CH3:17])(=[O:16])=[O:15])[CH:8]=[C:9]([C:11]#[N:12])[CH:10]=3)[N:25]=2)[N:24]=1. The yield is 0.500. (6) The reactants are [Si:1]([O:8][CH2:9][CH2:10][S:11][C:12]1[CH:13]=[C:14]2[C:18](=[CH:19][CH:20]=1)[NH:17][CH2:16][CH2:15]2)([C:4]([CH3:7])([CH3:6])[CH3:5])([CH3:3])[CH3:2].Cl[C:22]1[N:27]=[CH:26][N:25]=[C:24]([O:28][CH:29]2[CH2:34][CH2:33][N:32]([C:35]([O:37][CH:38]([CH3:40])[CH3:39])=[O:36])[CH2:31][CH2:30]2)[CH:23]=1.C[Si]([N-][Si](C)(C)C)(C)C.[Na+].O1CCCC1. The catalyst is O1CCOCC1. The product is [Si:1]([O:8][CH2:9][CH2:10][S:11][C:12]1[CH:13]=[C:14]2[C:18](=[CH:19][CH:20]=1)[N:17]([C:22]1[N:27]=[CH:26][N:25]=[C:24]([O:28][CH:29]3[CH2:34][CH2:33][N:32]([C:35]([O:37][CH:38]([CH3:40])[CH3:39])=[O:36])[CH2:31][CH2:30]3)[CH:23]=1)[CH2:16][CH2:15]2)([C:4]([CH3:7])([CH3:6])[CH3:5])([CH3:3])[CH3:2]. The yield is 0.620. (7) The reactants are [CH2:1]([N:8]1[CH2:12][CH2:11][C:10]([CH3:14])(O)[CH2:9]1)[C:2]1[CH:7]=[CH:6][CH:5]=[CH:4][CH:3]=1.[OH:15]S(O)(=O)=O.[CH3:20][C:21]#[N:22]. No catalyst specified. The product is [CH2:1]([N:8]1[CH2:12][CH2:11][C:10]([NH:22][C:21](=[O:15])[CH3:20])([CH3:14])[CH2:9]1)[C:2]1[CH:7]=[CH:6][CH:5]=[CH:4][CH:3]=1. The yield is 0.630. (8) The reactants are [CH2:1]([N:3]1[CH2:8][C:7]([CH3:10])([CH3:9])[O:6][C:5](=[O:11])[CH:4]1[CH2:12][C:13]([OH:15])=O)[CH3:2].C(N(C(C)C)CC)(C)C.CN(C(O[N:33]1N=N[C:35]2[CH:36]=CC=N[C:34]1=2)=[N+](C)C)C.F[P-](F)(F)(F)(F)F.C(N)CC. The catalyst is CN(C=O)C. The product is [CH2:1]([N:3]1[CH2:8][C:7]([CH3:9])([CH3:10])[O:6][C:5](=[O:11])[CH:4]1[CH2:12][C:13]([NH:33][CH2:34][CH2:35][CH3:36])=[O:15])[CH3:2]. The yield is 0.250.